Dataset: Full USPTO retrosynthesis dataset with 1.9M reactions from patents (1976-2016). Task: Predict the reactants needed to synthesize the given product. Given the product [Cl:1][C:2]1[N:3]=[C:4]([O:13][C:12]2[CH:14]=[CH:15][C:16]([O:18][CH3:19])=[CH:17][C:11]=2[Cl:10])[CH:5]=[C:6]([Cl:8])[N:7]=1, predict the reactants needed to synthesize it. The reactants are: [Cl:1][C:2]1[N:7]=[C:6]([Cl:8])[CH:5]=[C:4](Cl)[N:3]=1.[Cl:10][C:11]1[CH:17]=[C:16]([O:18][CH3:19])[CH:15]=[CH:14][C:12]=1[O-:13].ClC1C=C(OC)C=CC=1O.[OH-].[Na+].